Dataset: Catalyst prediction with 721,799 reactions and 888 catalyst types from USPTO. Task: Predict which catalyst facilitates the given reaction. (1) Reactant: CC(C)([O-])C.[K+].[C:7]1([C:13]2[CH:14]=[C:15]([C:18]([O:20][CH2:21][CH3:22])=[O:19])[NH:16][CH:17]=2)[CH:12]=[CH:11][CH:10]=[CH:9][CH:8]=1.[C:23]([O:27][CH2:28][CH3:29])(=[O:26])[CH:24]=[CH2:25]. Product: [CH2:28]([O:27][C:23](=[O:26])[CH2:24][CH2:25][N:16]1[CH:17]=[C:13]([C:7]2[CH:8]=[CH:9][CH:10]=[CH:11][CH:12]=2)[CH:14]=[C:15]1[C:18]([O:20][CH2:21][CH3:22])=[O:19])[CH3:29]. The catalyst class is: 15. (2) Reactant: Br[C:2]1[CH:7]=[CH:6][CH:5]=[C:4]([CH2:8][CH2:9][CH:10]=[CH2:11])[CH:3]=1.[B:12]1([B:12]2[O:16][C:15]([CH3:18])([CH3:17])[C:14]([CH3:20])([CH3:19])[O:13]2)[O:16][C:15]([CH3:18])([CH3:17])[C:14]([CH3:20])([CH3:19])[O:13]1.C([O-])(=O)C.[K+]. Product: [CH2:8]([C:4]1[CH:3]=[C:2]([B:12]2[O:16][C:15]([CH3:18])([CH3:17])[C:14]([CH3:20])([CH3:19])[O:13]2)[CH:7]=[CH:6][CH:5]=1)[CH2:9][CH:10]=[CH2:11]. The catalyst class is: 151. (3) Reactant: Cl.[N:2]1([CH2:8][CH2:9][CH2:10][C:11]([OH:13])=O)[CH2:7][CH2:6][CH2:5][CH2:4][CH2:3]1.C1N=CN(C(N2C=NC=C2)=O)C=1.[NH2:26][C:27]1[NH:31][N:30]=[C:29]([C:32]2[CH:33]=[CH:34][C:35](=[O:41])[N:36]([CH:38]([F:40])[F:39])[CH:37]=2)[CH:28]=1. Product: [F:40][CH:38]([F:39])[N:36]1[C:35](=[O:41])[CH:34]=[CH:33][C:32]([C:29]2[NH:30][N:31]=[C:27]([NH:26][C:11](=[O:13])[CH2:10][CH2:9][CH2:8][N:2]3[CH2:3][CH2:4][CH2:5][CH2:6][CH2:7]3)[CH:28]=2)=[CH:37]1. The catalyst class is: 3. (4) Reactant: [CH2:1]([NH:8][C:9](=[O:12])[CH2:10][Br:11])[C:2]1[CH:7]=[CH:6][CH:5]=[CH:4][CH:3]=1.BrCC(O)=O.C1(N)CCCCC1.CC#N.O. Product: [Br:11][CH2:10][C:9]([NH:8][CH2:1][CH:2]1[CH2:7][CH2:6][CH2:5][CH2:4][CH2:3]1)=[O:12]. The catalyst class is: 23. (5) Reactant: [Si:1]([O:18][C@H:19]1[C@@:25]2([CH3:26])[C@H:23]([O:24]2)[CH2:22][C@@H:21]([OH:27])[CH2:20]1)([C:14]([CH3:17])([CH3:16])[CH3:15])([C:8]1[CH:13]=[CH:12][CH:11]=[CH:10][CH:9]=1)[C:2]1[CH:7]=[CH:6][CH:5]=[CH:4][CH:3]=1.N1C=CN=C1.Cl[Si:34]([CH2:39][CH3:40])([CH2:37][CH3:38])[CH2:35][CH3:36]. Product: [C:14]([Si:1]([O:18][C@@H:19]1[CH2:20][C@H:21]([O:27][Si:34]([CH2:39][CH3:40])([CH2:37][CH3:38])[CH2:35][CH3:36])[CH2:22][C@@H:23]2[C@@:25]1([CH3:26])[O:24]2)([C:8]1[CH:9]=[CH:10][CH:11]=[CH:12][CH:13]=1)[C:2]1[CH:3]=[CH:4][CH:5]=[CH:6][CH:7]=1)([CH3:15])([CH3:16])[CH3:17]. The catalyst class is: 35. (6) Reactant: N(C[C@@H](C1C=CC(OCC2C=CC=CC=2)=C2C=1C=CC(=O)N2)O)=[N+]=[N-].[Si]([O:33][CH2:34][C:35]1[CH:36]=[C:37]([C@@H:42]([OH:76])[CH2:43][NH:44][CH2:45][C:46]2[CH:75]=[CH:74][C:49]([C:50]([NH:52][CH2:53][C:54]3[C:55]([NH:67][CH:68]4[CH2:73][CH2:72][O:71][CH2:70][CH2:69]4)=[C:56]4[CH:64]=[N:63][N:62]([CH2:65][CH3:66])[C:57]4=[N:58][C:59]=3[CH2:60][CH3:61])=[O:51])=[CH:48][CH:47]=2)[CH:38]=[CH:39][C:40]=1[OH:41])(C(C)(C)C)(C)C. Product: [CH2:65]([N:62]1[C:57]2=[N:58][C:59]([CH2:60][CH3:61])=[C:54]([CH2:53][NH:52][C:50](=[O:51])[C:49]3[CH:48]=[CH:47][C:46]([CH2:45][NH:44][CH2:43][C@H:42]([OH:76])[C:37]4[CH:38]=[CH:39][C:40]([OH:41])=[C:35]([CH2:34][OH:33])[CH:36]=4)=[CH:75][CH:74]=3)[C:55]([NH:67][CH:68]3[CH2:69][CH2:70][O:71][CH2:72][CH2:73]3)=[C:56]2[CH:64]=[N:63]1)[CH3:66]. The catalyst class is: 17.